From a dataset of Full USPTO retrosynthesis dataset with 1.9M reactions from patents (1976-2016). Predict the reactants needed to synthesize the given product. (1) Given the product [CH3:1][C:2]1[CH:3]=[CH:4][C:5]([S:8]([O:11][CH2:12][CH:13]2[CH2:27][O:26][C:16]3[CH:17]=[CH:18][C:19]4[C:20](=[O:25])[CH2:21][CH2:22][O:23][C:24]=4[C:15]=3[O:14]2)(=[O:10])=[O:9])=[CH:6][CH:7]=1, predict the reactants needed to synthesize it. The reactants are: [CH3:1][C:2]1[CH:7]=[CH:6][C:5]([S:8]([O:11][CH2:12][C@H:13]2[CH2:27][O:26][C:16]3[CH:17]=[CH:18][C:19]4[C:20](=[O:25])[CH:21]=[CH:22][O:23][C:24]=4[C:15]=3[O:14]2)(=[O:10])=[O:9])=[CH:4][CH:3]=1.C(=O)([O-])[O-].[NH4+].[NH4+]. (2) Given the product [C:1]([O:5][C:6](=[O:13])[N:7]([CH2:18][C:17]1[CH:20]=[CH:21][CH:22]=[CH:23][C:16]=1[C:15]([F:14])([F:24])[F:25])[N:8]1[CH:12]=[CH:11][CH:10]=[CH:9]1)([CH3:4])([CH3:2])[CH3:3], predict the reactants needed to synthesize it. The reactants are: [C:1]([O:5][C:6](=[O:13])[NH:7][N:8]1[CH:12]=[CH:11][CH:10]=[CH:9]1)([CH3:4])([CH3:3])[CH3:2].[F:14][C:15]([F:25])([F:24])[C:16]1[CH:23]=[CH:22][CH:21]=[CH:20][C:17]=1[CH2:18]Cl.[H-].[Na+]. (3) Given the product [CH3:1][O:2][C:3]([CH:5]1[CH2:9][CH2:8][S:7](=[O:11])(=[O:10])[N:6]1[CH2:23][C:22]1[CH:25]=[CH:26][CH:27]=[C:20]([C:18]#[N:19])[CH:21]=1)=[O:4], predict the reactants needed to synthesize it. The reactants are: [CH3:1][O:2][C:3]([CH:5]1[CH2:9][CH2:8][S:7](=[O:11])(=[O:10])[NH:6]1)=[O:4].C(=O)([O-])[O-].[K+].[K+].[C:18]([C:20]1[CH:21]=[C:22]([CH:25]=[CH:26][CH:27]=1)[CH2:23]Br)#[N:19].C([N+](CCCC)(CCCC)CCCC)CCC. (4) Given the product [CH:32]([NH:30][C:26]1[CH:27]=[CH:28][CH:29]=[C:24]([C:21]2[CH:22]=[CH:23][C:16]3[C:15]([C:11]4[CH:10]=[N:9][CH:14]=[CH:13][CH:12]=4)=[CH:19][S:18][C:17]=3[CH:20]=2)[CH:25]=1)([CH3:34])[CH3:31], predict the reactants needed to synthesize it. The reactants are: [BH4-].C([Na])#N.C(O)(=O)C.[N:9]1[CH:14]=[CH:13][CH:12]=[C:11]([C:15]2[C:16]3[CH:23]=[CH:22][C:21]([C:24]4[CH:25]=[C:26]([NH2:30])[CH:27]=[CH:28][CH:29]=4)=[CH:20][C:17]=3[S:18][CH:19]=2)[CH:10]=1.[CH3:31][C:32]([CH3:34])=O.Cl. (5) Given the product [C:1]([C@H:5]1[CH2:6][CH2:7][C@H:8]([CH:11]([NH:26][C:27]([NH:29][C:30]2[CH:31]=[CH:32][C:33]([O:36][C:37]([F:40])([F:38])[F:39])=[CH:34][CH:35]=2)=[O:28])[C:12]2[CH:25]=[CH:24][C:15]([C:16]([NH:18][CH2:19][CH2:20][C:21](=[O:23])[NH:42][OH:41])=[O:17])=[CH:14][CH:13]=2)[CH2:9][CH2:10]1)([CH3:3])([CH3:4])[CH3:2], predict the reactants needed to synthesize it. The reactants are: [C:1]([CH:5]1[CH2:10][CH2:9][CH:8]([CH:11]([NH:26][C:27]([NH:29][C:30]2[CH:35]=[CH:34][C:33]([O:36][C:37]([F:40])([F:39])[F:38])=[CH:32][CH:31]=2)=[O:28])[C:12]2[CH:25]=[CH:24][C:15]([C:16]([NH:18][CH2:19][CH2:20][C:21]([OH:23])=O)=[O:17])=[CH:14][CH:13]=2)[CH2:7][CH2:6]1)([CH3:4])([CH3:3])[CH3:2].[OH:41][N:42]1C2C=CC=CC=2N=N1.Cl.CN(C)CCCN=C=NCC.C(N(CC)C(C)C)(C)C.C[Si](C)(C)ON. (6) Given the product [CH3:29][C:22]1[NH:19][C:18]([C:14]2[S:13][CH:17]=[CH:16][N:15]=2)=[N:20][CH:6]([C:5]2[CH:8]=[CH:9][CH:10]=[CH:11][C:4]=2[N+:1]([O-:3])=[O:2])[C:23]=1[C:24]([O:26][CH2:27][CH3:28])=[O:25], predict the reactants needed to synthesize it. The reactants are: [N+:1]([C:4]1[CH:11]=[CH:10][CH:9]=[CH:8][C:5]=1[CH:6]=O)([O-:3])=[O:2].Cl.[S:13]1[CH:17]=[CH:16][N:15]=[C:14]1[C:18](=[NH:20])[NH2:19].O=[C:22]([CH3:29])[CH2:23][C:24]([O:26][CH2:27][CH3:28])=[O:25].C([O-])(=O)C.[Na+]. (7) The reactants are: [Cl:1][C:2]1[NH:6][C:5]2[CH:7]=[CH:8][CH:9]=[CH:10][C:4]=2[N:3]=1.[OH-].[Na+].[Cl:13][CH2:14][CH2:15][CH2:16][CH2:17][CH2:18]Br. Given the product [Cl:13][CH2:14][CH2:15][CH2:16][CH2:17][CH2:18][N:3]1[C:4]2[CH:10]=[CH:9][CH:8]=[CH:7][C:5]=2[N:6]=[C:2]1[Cl:1], predict the reactants needed to synthesize it.